Dataset: Forward reaction prediction with 1.9M reactions from USPTO patents (1976-2016). Task: Predict the product of the given reaction. (1) Given the reactants [CH2:1]([O:8][C:9]1[CH:48]=[CH:47][C:12]([CH2:13][C@H:14]([NH:35][C:36](=[O:46])[O:37][C@H:38]2[C@H:45]3[C@H:41]([O:42][CH2:43][CH2:44]3)[O:40][CH2:39]2)[C@H:15]([OH:34])[CH2:16][N:17]([CH2:30][CH:31]([CH3:33])[CH3:32])[S:18]([C:21]2[CH:26]=[CH:25][C:24]([N+:27]([O-])=O)=[CH:23][CH:22]=2)(=[O:20])=[O:19])=[CH:11][CH:10]=1)[C:2]1[CH:7]=[CH:6][CH:5]=[CH:4][CH:3]=1.[H][H], predict the reaction product. The product is: [NH2:27][C:24]1[CH:23]=[CH:22][C:21]([S:18]([N:17]([CH2:30][CH:31]([CH3:33])[CH3:32])[CH2:16][C@@H:15]([OH:34])[C@@H:14]([NH:35][C:36](=[O:46])[O:37][C@H:38]2[C@H:45]3[C@H:41]([O:42][CH2:43][CH2:44]3)[O:40][CH2:39]2)[CH2:13][C:12]2[CH:11]=[CH:10][C:9]([O:8][CH2:1][C:2]3[CH:7]=[CH:6][CH:5]=[CH:4][CH:3]=3)=[CH:48][CH:47]=2)(=[O:19])=[O:20])=[CH:26][CH:25]=1. (2) Given the reactants Br[CH2:2][C:3]1[CH:8]=[CH:7][CH:6]=[C:5]([I:9])[C:4]=1[CH2:10]Br.[C:12]1([C:18]([NH2:31])([C:25]2[CH:30]=[CH:29][CH:28]=[CH:27][CH:26]=2)[C:19]2[CH:24]=[CH:23][CH:22]=[CH:21][CH:20]=2)[CH:17]=[CH:16][CH:15]=[CH:14][CH:13]=1, predict the reaction product. The product is: [I:9][C:5]1[CH:6]=[CH:7][CH:8]=[C:3]2[C:4]=1[CH2:10][N:31]([C:18]([C:12]1[CH:17]=[CH:16][CH:15]=[CH:14][CH:13]=1)([C:25]1[CH:26]=[CH:27][CH:28]=[CH:29][CH:30]=1)[C:19]1[CH:20]=[CH:21][CH:22]=[CH:23][CH:24]=1)[CH2:2]2. (3) Given the reactants [Cl:1][C:2]1[CH:7]=[CH:6][C:5](/C=C/C(O)=O)=[C:4]([CH2:13][N:14]2[N:18]=[N:17][C:16]([CH3:19])=[N:15]2)[CH:3]=1.[Br:20]C1C(Cl)=CC=CC=1CBr.CC1NN=NN=1, predict the reaction product. The product is: [Br:20][C:3]1[C:2]([Cl:1])=[CH:7][CH:6]=[CH:5][C:4]=1[CH2:13][N:14]1[N:18]=[N:17][C:16]([CH3:19])=[N:15]1. (4) Given the reactants C([O:3][C:4](=[O:34])[C:5]([O:8][C:9]1[CH:14]=[CH:13][C:12]([NH:15][CH2:16][CH2:17][CH2:18][N:19]2[C:24](=[O:25])[C:23]3[N:26]([CH3:32])[N:27]=[C:28]([CH2:29][CH2:30][CH3:31])[C:22]=3[N:21]=[C:20]2[CH3:33])=[CH:11][CH:10]=1)([CH3:7])[CH3:6])C.C(=O)([O-])[O-].[Na+].[Na+], predict the reaction product. The product is: [CH3:32][N:26]1[C:23]2[C:24](=[O:25])[N:19]([CH2:18][CH2:17][CH2:16][NH:15][C:12]3[CH:13]=[CH:14][C:9]([O:8][C:5]([CH3:6])([CH3:7])[C:4]([OH:34])=[O:3])=[CH:10][CH:11]=3)[C:20]([CH3:33])=[N:21][C:22]=2[C:28]([CH2:29][CH2:30][CH3:31])=[N:27]1. (5) Given the reactants [Cl:1][C:2]1[CH:13]=[CH:12][C:5]2[NH:6][C:7](=O)[CH2:8][O:9][CH2:10][C:4]=2[CH:3]=1.COC1C=CC(P2(=S)SP(=S)(C3C=CC(OC)=CC=3)[S:23]2)=CC=1, predict the reaction product. The product is: [Cl:1][C:2]1[CH:13]=[CH:12][C:5]2[NH:6][C:7](=[S:23])[CH2:8][O:9][CH2:10][C:4]=2[CH:3]=1. (6) Given the reactants [Cl:1][C:2]1[CH:7]=[CH:6][C:5]([C:8]2[S:12][C:11](=[O:13])[NH:10][N:9]=2)=[CH:4][CH:3]=1.Br[CH2:15][C:16]1[C:21]([CH3:22])=[CH:20][CH:19]=[CH:18][C:17]=1[N:23]1[C:27](=[O:28])[N:26]([CH3:29])[N:25]=[N:24]1.C(=O)([O-])[O-].[K+].[K+].C(#N)C, predict the reaction product. The product is: [Cl:1][C:2]1[CH:3]=[CH:4][C:5]([C:8]2[S:12][C:11]([O:13][CH2:15][C:16]3[C:21]([CH3:22])=[CH:20][CH:19]=[CH:18][C:17]=3[N:23]3[C:27](=[O:28])[N:26]([CH3:29])[N:25]=[N:24]3)=[N:10][N:9]=2)=[CH:6][CH:7]=1. (7) Given the reactants Cl.[CH:2]([C:5]1[CH:10]=[CH:9][C:8]([NH2:11])=[CH:7][C:6]=1[O:12][CH3:13])([CH3:4])[CH3:3].N([O-])=O.[Na+].C([O-])(=O)C.[Na+].[C:23]([O:29][CH2:30][CH3:31])(=[O:28])[CH2:24][C:25]([CH3:27])=O.[OH-].[K+], predict the reaction product. The product is: [CH2:30]([O:29][C:23]([C:24]1[NH:11][C:8]2[C:9]([C:25]=1[CH3:27])=[CH:10][C:5]([CH:2]([CH3:4])[CH3:3])=[C:6]([O:12][CH3:13])[CH:7]=2)=[O:28])[CH3:31].